From a dataset of Catalyst prediction with 721,799 reactions and 888 catalyst types from USPTO. Predict which catalyst facilitates the given reaction. (1) Reactant: [CH3:1][C:2]([CH3:31])([CH3:30])[C@@H:3]([NH:5][CH2:6][C:7]1[CH:12]=[CH:11][C:10]([NH:13][CH:14]2[CH2:19][CH2:18][CH2:17][N:16]([C:20]([O:22][C:23]([CH3:26])([CH3:25])[CH3:24])=[O:21])[CH2:15]2)=[C:9]([N+:27]([O-:29])=[O:28])[CH:8]=1)[CH3:4].[OH-].[Na+].Cl[C:35]([O:37][CH2:38][C:39]1[CH:44]=[CH:43][CH:42]=[CH:41][CH:40]=1)=[O:36].Cl. Product: [CH2:38]([O:37][C:35]([N:5]([CH2:6][C:7]1[CH:12]=[CH:11][C:10]([NH:13][CH:14]2[CH2:19][CH2:18][CH2:17][N:16]([C:20]([O:22][C:23]([CH3:24])([CH3:26])[CH3:25])=[O:21])[CH2:15]2)=[C:9]([N+:27]([O-:29])=[O:28])[CH:8]=1)[C@H:3]([C:2]([CH3:30])([CH3:1])[CH3:31])[CH3:4])=[O:36])[C:39]1[CH:44]=[CH:43][CH:42]=[CH:41][CH:40]=1. The catalyst class is: 127. (2) Reactant: [F:1][C:2]([F:35])([F:34])[C:3]1[CH:4]=[C:5]([CH:27]=[C:28]([C:30]([F:33])([F:32])[F:31])[CH:29]=1)[CH2:6][N:7]1[C:11](Cl)=[C:10]([C:13]([N:15]2[CH2:19][CH2:18][CH2:17][C@H:16]2[C:20]2[CH:25]=[CH:24][CH:23]=[CH:22][C:21]=2[Cl:26])=[O:14])[N:9]=[N:8]1.[NH:36]1[CH2:41][CH2:40][O:39][CH2:38][CH2:37]1. Product: [F:32][C:30]([F:31])([F:33])[C:28]1[CH:27]=[C:5]([CH:4]=[C:3]([C:2]([F:1])([F:35])[F:34])[CH:29]=1)[CH2:6][N:7]1[C:11]([N:36]2[CH2:41][CH2:40][O:39][CH2:38][CH2:37]2)=[C:10]([C:13]([N:15]2[CH2:19][CH2:18][CH2:17][CH:16]2[C:20]2[CH:25]=[CH:24][CH:23]=[CH:22][C:21]=2[Cl:26])=[O:14])[N:9]=[N:8]1. The catalyst class is: 25. (3) Reactant: CO[Si](OC)(OC)[C:4]1[CH:9]=[CH:8][C:7]([CH:10]=[CH:11][C:12]2[CH:17]=[CH:16][C:15]([Si](OC)(OC)OC)=[CH:14][CH:13]=2)=[CH:6][CH:5]=1.CO[Si](C1C=CC(C2C=CC([Si](OC)(OC)OC)=CC=2)=CC=1)(OC)OC. Product: [C:7]1([CH:10]=[CH:11][C:12]2[CH:13]=[CH:14][CH:15]=[CH:16][CH:17]=2)[CH:8]=[CH:9][CH:4]=[CH:5][CH:6]=1. The catalyst class is: 15.